From a dataset of Catalyst prediction with 721,799 reactions and 888 catalyst types from USPTO. Predict which catalyst facilitates the given reaction. (1) The catalyst class is: 11. Reactant: S(Cl)([Cl:3])=O.[Br:5][C:6]1[S:10][C:9]([C:11]([OH:13])=O)=[CH:8][CH:7]=1. Product: [Br:5][C:6]1[S:10][C:9]([C:11]([Cl:3])=[O:13])=[CH:8][CH:7]=1. (2) Reactant: Cl[C:2]1[CH:7]=[CH:6][C:5]([S:8]([NH:11][C:12]([C:14]2[CH:19]=[CH:18][C:17]([C:20]3[CH:25]=[CH:24][C:23]([F:26])=[CH:22][CH:21]=3)=[CH:16][CH:15]=2)=[O:13])(=[O:10])=[O:9])=[CH:4][C:3]=1[N+:27]([O-:29])=[O:28].[NH3:30]. Product: [NH2:30][C:2]1[CH:7]=[CH:6][C:5]([S:8]([NH:11][C:12]([C:14]2[CH:19]=[CH:18][C:17]([C:20]3[CH:25]=[CH:24][C:23]([F:26])=[CH:22][CH:21]=3)=[CH:16][CH:15]=2)=[O:13])(=[O:10])=[O:9])=[CH:4][C:3]=1[N+:27]([O-:29])=[O:28]. The catalyst class is: 125. (3) Reactant: [F-:1].[K+].C1N2CCOCCOCCN(CCOCCOCC2)CCOCCOC1.[CH3:29][O:30][C:31]1[C:36]([O:37][CH3:38])=[C:35]([OH:39])[C:34]([CH3:40])=[C:33]([CH2:41][CH2:42][C:43]2[CH:48]=[CH:47][C:46]([N+]([O-])=O)=[CH:45][CH:44]=2)[N:32]=1. Product: [CH3:29][O:30][C:31]1[C:36]([O:37][CH3:38])=[C:35]([OH:39])[C:34]([CH3:40])=[C:33]([CH2:41][CH2:42][C:43]2[CH:48]=[CH:47][C:46]([F:1])=[CH:45][CH:44]=2)[N:32]=1. The catalyst class is: 10. (4) Reactant: [CH:1]([N:4]1[C:8]([CH2:9][CH2:10][C:11]2[C:15]3[CH:16]=[C:17]([CH3:21])[C:18]([OH:20])=[CH:19][C:14]=3[O:13][N:12]=2)=[CH:7][C:6]([C:22]2[CH:27]=[CH:26][C:25]([C:28]([F:31])([F:30])[F:29])=[CH:24][CH:23]=2)=[N:5]1)([CH3:3])[CH3:2].C(=O)([O-])[O-].[K+].[K+].Br[CH2:39][C:40]([O:42][CH2:43][CH3:44])=[O:41].[Cl-].[NH4+]. Product: [CH:1]([N:4]1[C:8]([CH2:9][CH2:10][C:11]2[C:15]3[CH:16]=[C:17]([CH3:21])[C:18]([O:20][CH2:39][C:40]([O:42][CH2:43][CH3:44])=[O:41])=[CH:19][C:14]=3[O:13][N:12]=2)=[CH:7][C:6]([C:22]2[CH:23]=[CH:24][C:25]([C:28]([F:31])([F:30])[F:29])=[CH:26][CH:27]=2)=[N:5]1)([CH3:3])[CH3:2]. The catalyst class is: 21. (5) Reactant: C([Li])CCC.C(NC(C)C)(C)C.[Li+].CC([N-]C(C)C)C.[Br:21][C:22]1[CH:27]=[C:26]([F:28])[C:25]([O:29][C:30](=[O:35])[C:31]([CH3:34])([CH3:33])[CH3:32])=[C:24]([F:36])[CH:23]=1.CN([CH:40]=[O:41])C. Product: [Br:21][C:22]1[CH:23]=[C:24]([F:36])[C:25]([O:29][C:30](=[O:35])[C:31]([CH3:32])([CH3:33])[CH3:34])=[C:26]([F:28])[C:27]=1[CH:40]=[O:41]. The catalyst class is: 1. (6) Reactant: [CH3:1][C:2]([CH3:33])([O:4][C:5](=[O:32])[NH:6][O:7][CH2:8][C:9](=[O:31])[NH:10][CH2:11][CH2:12][O:13][CH2:14][CH2:15][O:16][CH2:17][C:18](=[O:30])[NH:19][CH2:20][CH2:21][O:22][CH2:23][CH2:24][O:25][CH2:26][C:27]([OH:29])=O)[CH3:3].C1C=NC2N(O)N=NC=2C=1.CC(C)N=C=NC(C)C.[NH2:53][CH2:54][CH2:55][N:56]1[C:60](=[O:61])[CH:59]=[CH:58][C:57]1=[O:62].CCN(C(C)C)C(C)C. Product: [O:62]=[C:57]1[CH:58]=[CH:59][C:60](=[O:61])[N:56]1[CH2:55][CH2:54][NH:53][C:27](=[O:29])[CH2:26][O:25][CH2:24][CH2:23][O:22][CH2:21][CH2:20][NH:19][C:18](=[O:30])[CH2:17][O:16][CH2:15][CH2:14][O:13][CH2:12][CH2:11][NH:10][C:9](=[O:31])[CH2:8][O:7][NH:6][C:5](=[O:32])[O:4][C:2]([CH3:1])([CH3:3])[CH3:33]. The catalyst class is: 303. (7) Reactant: C[Si]([N-][Si](C)(C)C)(C)C.[Na+].[CH3:11][N:12]([CH3:48])[CH2:13][CH2:14][O:15][C:16]1[CH:17]=[C:18]([NH:22][C:23]2[N:28]=[C:27]([C:29]3[N:33]4[CH:34]=[CH:35][CH:36]=[CH:37][C:32]4=[N:31][C:30]=3[C:38]3[CH:39]=[C:40]([CH:45]=[CH:46][CH:47]=3)[C:41](OC)=[O:42])[CH:26]=[CH:25][N:24]=2)[CH:19]=[CH:20][CH:21]=1.[Cl:49][C:50]1[CH:51]=[CH:52][C:53]([F:57])=[C:54]([CH:56]=1)[NH2:55]. Product: [Cl:49][C:50]1[CH:51]=[CH:52][C:53]([F:57])=[C:54]([NH:55][C:41](=[O:42])[C:40]2[CH:45]=[CH:46][CH:47]=[C:38]([C:30]3[N:31]=[C:32]4[CH:37]=[CH:36][CH:35]=[CH:34][N:33]4[C:29]=3[C:27]3[CH:26]=[CH:25][N:24]=[C:23]([NH:22][C:18]4[CH:19]=[CH:20][CH:21]=[C:16]([O:15][CH2:14][CH2:13][N:12]([CH3:11])[CH3:48])[CH:17]=4)[N:28]=3)[CH:39]=2)[CH:56]=1. The catalyst class is: 1.